From a dataset of Reaction yield outcomes from USPTO patents with 853,638 reactions. Predict the reaction yield, written as a fraction of the theoretical maximum amount of product (1.0 means a 100% yield; for example, 0.34 means a 34% yield). (1) The reactants are COC([C:5]1[CH2:10][C:9]([C:13]2[CH:14]=[N:15][C:16]([Cl:19])=[CH:17][CH:18]=2)([C:11]#[N:12])[CH2:8][CH2:7][C:6]=1[OH:20])=O.[Cl-].[Na+].O. The catalyst is CS(C)=O. The product is [Cl:19][C:16]1[N:15]=[CH:14][C:13]([C:9]2([C:11]#[N:12])[CH2:8][CH2:7][C:6](=[O:20])[CH2:5][CH2:10]2)=[CH:18][CH:17]=1. The yield is 0.520. (2) The reactants are I[C:2]1[C:10]2[C:5](=[CH:6][CH:7]=[CH:8][C:9]=2[N+:11]([O-])=O)[N:4]([CH2:14][C:15]2[CH:20]=[CH:19][CH:18]=[C:17]([CH3:21])[N:16]=2)[N:3]=1.[NH4+].[Cl-]. The catalyst is CO.[Zn]. The product is [CH3:21][C:17]1[N:16]=[C:15]([CH2:14][N:4]2[C:5]3[CH:6]=[CH:7][CH:8]=[C:9]([NH2:11])[C:10]=3[CH:2]=[N:3]2)[CH:20]=[CH:19][CH:18]=1. The yield is 0.700. (3) The reactants are [Li]CCCC.CCCCCC.[CH3:12][C:13]1[CH2:14][C:15]2[C:20]([CH:21]=1)=[C:19]([CH3:22])[CH:18]=[C:17]([CH3:23])[CH:16]=2.[Si:24]([CH3:28])([CH3:27])(Cl)[Cl:25].[Li]. The yield is 0.975. The catalyst is CCOCC.C1COCC1. The product is [Cl:25][Si:24]([CH:14]1[C:15]2[C:20](=[C:19]([CH3:22])[CH:18]=[C:17]([CH3:23])[CH:16]=2)[CH:21]=[C:13]1[CH3:12])([CH3:28])[CH3:27]. (4) The reactants are [C:1]1([C:7]2[CH:15]=[C:14]3[C:10]([CH2:11][C:12](=[O:16])[NH:13]3)=[CH:9][CH:8]=2)[CH:6]=[CH:5][CH:4]=[CH:3][CH:2]=1.[CH3:17][N:18]([CH3:33])[CH2:19][CH2:20][O:21][C:22]1[CH:23]=[C:24]2[C:28](=[CH:29][CH:30]=1)[NH:27][C:26]([CH:31]=O)=[CH:25]2.N1CCCCC1. The catalyst is C(O)C. The product is [CH3:17][N:18]([CH3:33])[CH2:19][CH2:20][O:21][C:22]1[CH:23]=[C:24]2[C:28](=[CH:29][CH:30]=1)[NH:27][C:26]([CH:31]=[C:11]1[C:10]3[C:14](=[CH:15][C:7]([C:1]4[CH:2]=[CH:3][CH:4]=[CH:5][CH:6]=4)=[CH:8][CH:9]=3)[NH:13][C:12]1=[O:16])=[CH:25]2. The yield is 0.760.